Task: Predict which catalyst facilitates the given reaction.. Dataset: Catalyst prediction with 721,799 reactions and 888 catalyst types from USPTO (1) Reactant: [Cl:1][C:2]1[C:10]([C:11]([O:13]C)=[O:12])=[CH:9][CH:8]=[C:7]2[C:3]=1[CH:4]=[CH:5][NH:6]2.[Li+].[OH-]. Product: [Cl:1][C:2]1[C:10]([C:11]([OH:13])=[O:12])=[CH:9][CH:8]=[C:7]2[C:3]=1[CH:4]=[CH:5][NH:6]2. The catalyst class is: 5. (2) Reactant: Br[C:2]1[CH:3]=[CH:4][C:5]([Cl:20])=[C:6]([CH:19]=1)[CH2:7][O:8][Si:9]([CH:16]([CH3:18])[CH3:17])([CH:13]([CH3:15])[CH3:14])[CH:10]([CH3:12])[CH3:11].[CH2:21]([Li])[CH2:22][CH2:23][CH3:24].[CH2:26]([OH:37])[C@H:27]1[O:33][C:31](=[O:32])[C@H:30]([OH:34])[C@@H:29]([OH:35])[C@@H:28]1[OH:36]. Product: [CH2:21]([O:34][C@@H:30]1[C@@H:29]([O:35][CH2:21][C:22]2[CH:11]=[CH:10][CH:12]=[CH:24][CH:23]=2)[C@H:28]([O:36][CH2:21][C:22]2[CH:14]=[CH:13][CH:15]=[CH:24][CH:23]=2)[C@@H:27]([CH2:26][O:37][CH2:7][C:6]2[CH:5]=[CH:4][CH:3]=[CH:2][CH:19]=2)[O:33][C:31]1([C:2]1[CH:3]=[CH:4][C:5]([Cl:20])=[C:6]([CH2:7][O:8][Si:9]([CH:16]([CH3:18])[CH3:17])([CH:13]([CH3:15])[CH3:14])[CH:10]([CH3:12])[CH3:11])[CH:19]=1)[OH:32])[C:22]1[CH:18]=[CH:16][CH:17]=[CH:24][CH:23]=1. The catalyst class is: 7. (3) Reactant: [Br:1][C:2]1[C:3](=[O:19])[NH:4][N:5]=[CH:6][C:7]=1[NH:8][C@@H:9]1[CH2:14][C@@H:13]2[CH2:15][C@@H:11]([C:12]2([CH3:17])[CH3:16])[C@H:10]1[CH3:18].Br[CH:21]([CH3:27])[C:22]([O:24][CH2:25][CH3:26])=[O:23].C(=O)([O-])[O-].[K+].[K+].[Cl-].[NH4+]. Product: [Br:1][C:2]1[C:3](=[O:19])[N:4]([CH:21]([CH3:27])[C:22]([O:24][CH2:25][CH3:26])=[O:23])[N:5]=[CH:6][C:7]=1[NH:8][C@@H:9]1[CH2:14][C@@H:13]2[CH2:15][C@@H:11]([C:12]2([CH3:16])[CH3:17])[C@H:10]1[CH3:18]. The catalyst class is: 9. (4) Reactant: [C:1]([C:3]1[C:4]([NH:11][C:12](=[O:14])[CH3:13])=[N:5][C:6]([S:9][CH3:10])=[N:7][CH:8]=1)#[N:2].[CH3:15]I.[H-].[Na+]. Product: [C:1]([C:3]1[C:4]([N:11]([CH3:15])[C:12](=[O:14])[CH3:13])=[N:5][C:6]([S:9][CH3:10])=[N:7][CH:8]=1)#[N:2]. The catalyst class is: 16.